This data is from Forward reaction prediction with 1.9M reactions from USPTO patents (1976-2016). The task is: Predict the product of the given reaction. (1) Given the reactants [CH3:1][O:2][C:3]1[CH:4]=[C:5]([C:11]#[C:12][C:13]2[C:21]3[C:16](=[N:17][CH:18]=[N:19][C:20]=3[NH2:22])[NH:15][N:14]=2)[CH:6]=[C:7]([O:9][CH3:10])[CH:8]=1.CS(O[CH:28]1[CH2:32][CH2:31][N:30]([C:33]([O:35][C:36]([CH3:39])([CH3:38])[CH3:37])=[O:34])[CH2:29]1)(=O)=O.C(=O)([O-])[O-].[K+].[K+].C(OCC)(=O)C, predict the reaction product. The product is: [NH2:22][C:20]1[N:19]=[CH:18][N:17]=[C:16]2[N:15]([CH:32]3[CH2:28][CH2:29][N:30]([C:33]([O:35][C:36]([CH3:39])([CH3:38])[CH3:37])=[O:34])[CH2:31]3)[N:14]=[C:13]([C:12]#[C:11][C:5]3[CH:4]=[C:3]([O:2][CH3:1])[CH:8]=[C:7]([O:9][CH3:10])[CH:6]=3)[C:21]=12. (2) Given the reactants C[O:2][C:3](=[O:14])[C:4]1[CH:9]=[CH:8][CH:7]=[C:6]([N+:10]([O-:12])=[O:11])[C:5]=1[NH2:13].[OH-].[Na+:16].CCO, predict the reaction product. The product is: [Na+:16].[NH2:13][C:5]1[C:6]([N+:10]([O-:12])=[O:11])=[CH:7][CH:8]=[CH:9][C:4]=1[C:3]([O-:14])=[O:2]. (3) Given the reactants [F:1][C:2]1[CH:3]=[C:4]([NH:18][C:19](=[O:30])[CH2:20][C:21]([NH:23][C:24]2[CH:29]=[CH:28][CH:27]=[CH:26][CH:25]=2)=[O:22])[CH:5]=[CH:6][C:7]=1[O:8][C:9]1[C:14]2=[CH:15][CH:16]=[CH:17][N:13]2[N:12]=[CH:11][N:10]=1.CN([P+](ON1N=NC2C=CC=CC1=2)(N(C)C)N(C)C)C.[F:51][P-](F)(F)(F)(F)F.CN1CCOCC1.FC1C=CC(N)=CC=1, predict the reaction product. The product is: [F:1][C:2]1[CH:3]=[C:4]([NH:18][C:19](=[O:30])[CH2:20][C:21]([NH:23][C:24]2[CH:25]=[CH:26][C:27]([F:51])=[CH:28][CH:29]=2)=[O:22])[CH:5]=[CH:6][C:7]=1[O:8][C:9]1[C:14]2=[CH:15][CH:16]=[CH:17][N:13]2[N:12]=[CH:11][N:10]=1.